Task: Predict the product of the given reaction.. Dataset: Forward reaction prediction with 1.9M reactions from USPTO patents (1976-2016) (1) Given the reactants [Cl:1][C:2]1[CH:3]=[C:4]([CH:7]=[C:8]([OH:10])[CH:9]=1)[C:5]#[N:6].C(=O)([O-])[O-].[K+].[K+].Cl[CH:18]([C:24](=[O:26])[CH3:25])[C:19]([O:21][CH2:22][CH3:23])=[O:20], predict the reaction product. The product is: [Cl:1][C:2]1[CH:9]=[C:8]([CH:7]=[C:4]([C:5]#[N:6])[CH:3]=1)[O:10][CH:18]([C:24](=[O:26])[CH3:25])[C:19]([O:21][CH2:22][CH3:23])=[O:20]. (2) The product is: [N:37]([CH2:8][C:7]1[CH:6]=[CH:5][C:4]([C:10]2[CH:11]=[CH:12][C:13](=[O:31])[N:14]([CH2:16][CH2:17][O:18][C:19]3[C:28]4[C:23](=[CH:24][C:25]([O:29][CH3:30])=[CH:26][CH:27]=4)[N:22]=[CH:21][CH:20]=3)[N:15]=2)=[CH:3][C:2]=1[Cl:1])=[N+:38]=[N-:39]. Given the reactants [Cl:1][C:2]1[CH:3]=[C:4]([C:10]2[CH:11]=[CH:12][C:13](=[O:31])[N:14]([CH2:16][CH2:17][O:18][C:19]3[C:28]4[C:23](=[CH:24][C:25]([O:29][CH3:30])=[CH:26][CH:27]=4)[N:22]=[CH:21][CH:20]=3)[N:15]=2)[CH:5]=[CH:6][C:7]=1[CH2:8]O.CS(Cl)(=O)=O.[N-:37]=[N+:38]=[N-:39].[Na+], predict the reaction product. (3) Given the reactants Cl[C:2]1[CH:7]=[CH:6][N:5]=[C:4]([N:8]2[C:20](=[O:21])[C:19]3[S:18][C:17]4[CH2:16][CH2:15][CH2:14][CH2:13][C:12]=4[C:11]=3[CH:10]=[N:9]2)[C:3]=1[CH:22]=[O:23].[CH3:24][N:25]1[CH:30]=[C:29](B2OC(C)(C)C(C)(C)O2)[CH:28]=[C:27]([NH:40][C:41]2[CH:50]=[C:44]3[CH2:45][N:46]([CH3:49])[CH2:47][CH2:48][N:43]3[N:42]=2)[C:26]1=[O:51].[O-]P([O-])([O-])=O.[K+].[K+].[K+].O.O.O.C([O-])(=O)C.[Na+], predict the reaction product. The product is: [CH3:24][N:25]1[C:26](=[O:51])[C:27]([NH:40][C:41]2[CH:50]=[C:44]3[CH2:45][N:46]([CH3:49])[CH2:47][CH2:48][N:43]3[N:42]=2)=[CH:28][C:29]([C:2]2[CH:7]=[CH:6][N:5]=[C:4]([N:8]3[C:20](=[O:21])[C:19]4[S:18][C:17]5[CH2:16][CH2:15][CH2:14][CH2:13][C:12]=5[C:11]=4[CH:10]=[N:9]3)[C:3]=2[CH:22]=[O:23])=[CH:30]1. (4) The product is: [C:1]([O:5][C:6](=[O:24])[NH:7][C@H:8]([C:10]1[N:20]2[C:21]3[C:16]([CH2:17][CH2:18][CH2:19]2)=[C:15]([F:22])[CH:14]=[CH:13][C:12]=3[N:11]=1)[CH3:9])([CH3:4])([CH3:3])[CH3:2]. Given the reactants [C:1]([O:5][C:6](=[O:24])[NH:7][C@H:8]([C:10](=O)[NH:11][C:12]1[CH:13]=[CH:14][C:15]([F:22])=[C:16]2[C:21]=1[NH:20][CH2:19][CH2:18][CH2:17]2)[CH3:9])([CH3:4])([CH3:3])[CH3:2], predict the reaction product. (5) Given the reactants [Cl:1][C:2]1[N:3]=[C:4](Cl)[C:5]2[CH:10]=[CH:9][NH:8][C:6]=2[N:7]=1.[CH3:12][C:13]([CH3:18])([CH2:16][NH2:17])[CH2:14][NH2:15].C(N(CC)CC)C, predict the reaction product. The product is: [NH2:15][CH2:14][C:13]([CH3:18])([CH3:12])[CH2:16][NH:17][C:4]1[C:5]2[CH:10]=[CH:9][NH:8][C:6]=2[N:7]=[C:2]([Cl:1])[N:3]=1. (6) Given the reactants [C:1]([N:5]1[C:9]([C:10]2[CH:15]=[CH:14][C:13]([CH3:16])=[CH:12][CH:11]=2)=[CH:8][C:7]([CH2:17][CH2:18][CH:19]=O)=[N:6]1)([CH3:4])([CH3:3])[CH3:2].[CH3:21][C:22]1[C:27]([CH3:28])=[CH:26][CH:25]=[CH:24][C:23]=1[N:29]1[CH2:34][CH2:33][NH:32][CH2:31][CH2:30]1.CCN(C(C)C)C(C)C.[BH-](OC(C)=O)(OC(C)=O)OC(C)=O.[Na+], predict the reaction product. The product is: [C:1]([N:5]1[C:9]([C:10]2[CH:15]=[CH:14][C:13]([CH3:16])=[CH:12][CH:11]=2)=[CH:8][C:7]([CH2:17][CH2:18][CH2:19][N:32]2[CH2:33][CH2:34][N:29]([C:23]3[CH:24]=[CH:25][CH:26]=[C:27]([CH3:28])[C:22]=3[CH3:21])[CH2:30][CH2:31]2)=[N:6]1)([CH3:4])([CH3:3])[CH3:2]. (7) The product is: [CH3:14][N:15]([CH3:18])[CH:16]=[N:7][C:5]1[S:6][C:2]([CH3:1])=[CH:3][N:4]=1. Given the reactants [CH3:1][C:2]1[S:6][C:5]([NH2:7])=[N:4][CH:3]=1.CC(C)C(O)=O.[CH3:14][N:15]([CH3:18])[CH:16]=O, predict the reaction product. (8) Given the reactants C1(P(C2C=CC=CC=2)C2C=CC=CC=2)C=CC=CC=1.C(N(CC)CC)C.[F:27][C:28]([F:33])([F:32])[C:29](O)=O.[CH3:34][C:35]1[C:41]([N+:42]([O-:44])=[O:43])=[CH:40][CH:39]=[CH:38][C:36]=1[NH2:37].C(Cl)(Cl)(Cl)[Cl:46], predict the reaction product. The product is: [F:27][C:28]([F:33])([F:32])[C:29]([Cl:46])=[N:37][C:36]1[CH:38]=[CH:39][CH:40]=[C:41]([N+:42]([O-:44])=[O:43])[C:35]=1[CH3:34].